Task: Predict the reactants needed to synthesize the given product.. Dataset: Full USPTO retrosynthesis dataset with 1.9M reactions from patents (1976-2016) (1) Given the product [CH2:14]([O:16][C:17](=[O:29])[CH2:18][CH2:19][C:20]1[CH:25]=[C:24]([F:26])[C:23]([O:27][CH2:12][C:11]2[C:6]([S:5][C:1]([CH3:4])([CH3:3])[CH3:2])=[N:7][CH:8]=[CH:9][CH:10]=2)=[C:22]([F:28])[CH:21]=1)[CH3:15], predict the reactants needed to synthesize it. The reactants are: [C:1]([S:5][C:6]1[C:11]([CH2:12]Cl)=[CH:10][CH:9]=[CH:8][N:7]=1)([CH3:4])([CH3:3])[CH3:2].[CH2:14]([O:16][C:17](=[O:29])[CH2:18][CH2:19][C:20]1[CH:25]=[C:24]([F:26])[C:23]([OH:27])=[C:22]([F:28])[CH:21]=1)[CH3:15]. (2) The reactants are: [CH3:1][C:2]1[C:10]2[C:5](=[CH:6][CH:7]=[C:8](/[CH:11]=[C:12](/[C:15](=O)[CH3:16])\[C:13]#[N:14])[CH:9]=2)[NH:4][N:3]=1.O[C:19]1[CH2:23][N:22](C(OC(C)(C)C)=O)[C:21](=[O:31])[CH:20]=1.C([O-])(=O)C.[NH4+:36]. Given the product [CH3:16][C:15]1[NH:36][C:19]2[CH2:23][NH:22][C:21](=[O:31])[C:20]=2[CH:11]([C:8]2[CH:9]=[C:10]3[C:5](=[CH:6][CH:7]=2)[NH:4][N:3]=[C:2]3[CH3:1])[C:12]=1[C:13]#[N:14], predict the reactants needed to synthesize it. (3) Given the product [CH3:1][C:2]1[C:6]([CH:7]([C:20]2[O:21][C:22]3[CH:28]=[CH:27][C:26]([CH2:29][C:30]([NH:32][CH:33]([C:40]4[CH:45]=[CH:44][C:43]([O:46][CH3:50])=[CH:42][C:41]=4[CH3:47])[C:34]4[CH:39]=[CH:38][CH:37]=[CH:36][CH:35]=4)=[O:31])=[CH:25][C:23]=3[CH:24]=2)[N:8]2[CH2:11][CH:10]([NH:12][C:13](=[O:19])[O:14][C:15]([CH3:18])([CH3:17])[CH3:16])[CH2:9]2)=[C:5]([CH3:48])[O:4][N:3]=1, predict the reactants needed to synthesize it. The reactants are: [CH3:1][C:2]1[C:6]([CH:7]([C:20]2[O:21][C:22]3[CH:28]=[CH:27][C:26]([CH2:29][C:30]([NH:32][CH:33]([C:40]4[CH:45]=[CH:44][C:43]([OH:46])=[CH:42][C:41]=4[CH3:47])[C:34]4[CH:39]=[CH:38][CH:37]=[CH:36][CH:35]=4)=[O:31])=[CH:25][C:23]=3[CH:24]=2)[N:8]2[CH2:11][CH:10]([NH:12][C:13](=[O:19])[O:14][C:15]([CH3:18])([CH3:17])[CH3:16])[CH2:9]2)=[C:5]([CH3:48])[O:4][N:3]=1.Cl[CH2:50]OC(C)C. (4) Given the product [CH3:15][Si:14]([CH3:17])([CH3:16])[O:13][C:12](=[CH2:11])[N:42]=[CH2:40], predict the reactants needed to synthesize it. The reactants are: BrC1C=CC(O[CH2:11][CH2:12][O:13][Si:14]([C:17](C)(C)C)([CH3:16])[CH3:15])=C(C=1)C=O.C[Si](C)(C)N[Si](C)(C)C.C([Li])CCC.C[Si](Cl)(C)C.[CH2:40]([N:42](CC)CC)C.C(Cl)(=O)C.